The task is: Regression. Given two drug SMILES strings and cell line genomic features, predict the synergy score measuring deviation from expected non-interaction effect.. This data is from NCI-60 drug combinations with 297,098 pairs across 59 cell lines. (1) Drug 1: C1CC(=O)NC(=O)C1N2CC3=C(C2=O)C=CC=C3N. Drug 2: C1=CC(=CC=C1CCCC(=O)O)N(CCCl)CCCl. Cell line: TK-10. Synergy scores: CSS=17.1, Synergy_ZIP=-4.52, Synergy_Bliss=0.0892, Synergy_Loewe=-1.97, Synergy_HSA=0.534. (2) Drug 1: C1C(C(OC1N2C=C(C(=O)NC2=O)F)CO)O. Drug 2: CC1=C(C(=O)C2=C(C1=O)N3CC4C(C3(C2COC(=O)N)OC)N4)N. Cell line: UACC-257. Synergy scores: CSS=18.4, Synergy_ZIP=-6.04, Synergy_Bliss=-2.39, Synergy_Loewe=0.596, Synergy_HSA=0.898. (3) Drug 1: CC1C(C(CC(O1)OC2CC(CC3=C2C(=C4C(=C3O)C(=O)C5=C(C4=O)C(=CC=C5)OC)O)(C(=O)C)O)N)O.Cl. Drug 2: C1CC(=O)NC(=O)C1N2C(=O)C3=CC=CC=C3C2=O. Cell line: MDA-MB-231. Synergy scores: CSS=21.3, Synergy_ZIP=-4.96, Synergy_Bliss=1.71, Synergy_Loewe=-5.99, Synergy_HSA=1.05. (4) Synergy scores: CSS=22.7, Synergy_ZIP=-1.77, Synergy_Bliss=3.70, Synergy_Loewe=4.64, Synergy_HSA=5.14. Drug 2: CC1=C2C(C(=O)C3(C(CC4C(C3C(C(C2(C)C)(CC1OC(=O)C(C(C5=CC=CC=C5)NC(=O)OC(C)(C)C)O)O)OC(=O)C6=CC=CC=C6)(CO4)OC(=O)C)O)C)O. Drug 1: C1CN1P(=S)(N2CC2)N3CC3. Cell line: SF-539. (5) Drug 1: C(=O)(N)NO. Drug 2: N.N.Cl[Pt+2]Cl. Cell line: HCT-15. Synergy scores: CSS=24.6, Synergy_ZIP=-6.80, Synergy_Bliss=-11.3, Synergy_Loewe=-18.5, Synergy_HSA=-10.0. (6) Drug 1: C1C(C(OC1N2C=C(C(=O)NC2=O)F)CO)O. Drug 2: C1C(C(OC1N2C=NC3=C(N=C(N=C32)Cl)N)CO)O. Cell line: U251. Synergy scores: CSS=33.7, Synergy_ZIP=-3.94, Synergy_Bliss=-1.29, Synergy_Loewe=2.00, Synergy_HSA=4.01. (7) Drug 1: CC1=C2C(C(=O)C3(C(CC4C(C3C(C(C2(C)C)(CC1OC(=O)C(C(C5=CC=CC=C5)NC(=O)OC(C)(C)C)O)O)OC(=O)C6=CC=CC=C6)(CO4)OC(=O)C)OC)C)OC. Drug 2: CS(=O)(=O)C1=CC(=C(C=C1)C(=O)NC2=CC(=C(C=C2)Cl)C3=CC=CC=N3)Cl. Cell line: CAKI-1. Synergy scores: CSS=50.6, Synergy_ZIP=4.26, Synergy_Bliss=6.05, Synergy_Loewe=-19.9, Synergy_HSA=6.98. (8) Drug 1: CNC(=O)C1=CC=CC=C1SC2=CC3=C(C=C2)C(=NN3)C=CC4=CC=CC=N4. Drug 2: C1=CN(C=N1)CC(O)(P(=O)(O)O)P(=O)(O)O. Cell line: MALME-3M. Synergy scores: CSS=5.39, Synergy_ZIP=-0.872, Synergy_Bliss=2.28, Synergy_Loewe=0.774, Synergy_HSA=1.13. (9) Drug 1: CCC(=C(C1=CC=CC=C1)C2=CC=C(C=C2)OCCN(C)C)C3=CC=CC=C3.C(C(=O)O)C(CC(=O)O)(C(=O)O)O. Drug 2: C1CN(P(=O)(OC1)NCCCl)CCCl. Cell line: MALME-3M. Synergy scores: CSS=3.01, Synergy_ZIP=-0.261, Synergy_Bliss=1.29, Synergy_Loewe=-2.59, Synergy_HSA=-0.635.